From a dataset of Peptide-MHC class II binding affinity with 134,281 pairs from IEDB. Regression. Given a peptide amino acid sequence and an MHC pseudo amino acid sequence, predict their binding affinity value. This is MHC class II binding data. (1) The peptide sequence is AVWGKNSCAKNYNCK. The MHC is DRB4_0101 with pseudo-sequence DRB4_0103. The binding affinity (normalized) is 0.0272. (2) The peptide sequence is LEHEMWRSRADEINA. The MHC is DRB3_0301 with pseudo-sequence DRB3_0301. The binding affinity (normalized) is 0.728. (3) The binding affinity (normalized) is 0.446. The MHC is DRB1_0101 with pseudo-sequence DRB1_0101. The peptide sequence is NLLMKNKIKELMSIP. (4) The peptide sequence is AAVTAGTTVYGAFAA. The MHC is HLA-DQA10401-DQB10402 with pseudo-sequence HLA-DQA10401-DQB10402. The binding affinity (normalized) is 0.497. (5) The peptide sequence is AYDTYKSIPSLEAAV. The MHC is HLA-DQA10201-DQB10202 with pseudo-sequence HLA-DQA10201-DQB10202. The binding affinity (normalized) is 0.324. (6) The peptide sequence is DVALSEQGEFKLLSE. The MHC is HLA-DQA10201-DQB10402 with pseudo-sequence HLA-DQA10201-DQB10402. The binding affinity (normalized) is 0. (7) The peptide sequence is EAEDVIPEGWKADTS. The MHC is HLA-DQA10501-DQB10201 with pseudo-sequence HLA-DQA10501-DQB10201. The binding affinity (normalized) is 0.431. (8) The peptide sequence is GEEYLILSARDVLAV. The MHC is DRB1_0901 with pseudo-sequence DRB1_0901. The binding affinity (normalized) is 0.404. (9) The peptide sequence is TATELNNALQNLART. The MHC is DRB1_0802 with pseudo-sequence DRB1_0802. The binding affinity (normalized) is 0.114. (10) The peptide sequence is YAGIRRDGLLLRLVD. The MHC is DRB1_1001 with pseudo-sequence DRB1_1001. The binding affinity (normalized) is 0.406.